The task is: Predict the product of the given reaction.. This data is from Forward reaction prediction with 1.9M reactions from USPTO patents (1976-2016). (1) Given the reactants [Cl-].Cl[C:3]1[N:8]=[C:7]([C:9]2[S:13][C:12]([CH3:14])=[N:11][C:10]=2[C:15]2[CH:20]=[CH:19][CH:18]=[C:17]([N+:21]([O-:23])=[O:22])[CH:16]=2)[CH:6]=[CH:5][N:4]=1.Cl.[NH2:25][C:26]1[CH:31]=[CH:30][C:29]([O:32][CH2:33][CH2:34][N:35]([CH3:37])[CH3:36])=[C:28]([Cl:38])[CH:27]=1, predict the reaction product. The product is: [Cl:38][C:28]1[CH:27]=[C:26]([NH:25][C:3]2[N:8]=[C:7]([C:9]3[S:13][C:12]([CH3:14])=[N:11][C:10]=3[C:15]3[CH:20]=[CH:19][CH:18]=[C:17]([N+:21]([O-:23])=[O:22])[CH:16]=3)[CH:6]=[CH:5][N:4]=2)[CH:31]=[CH:30][C:29]=1[O:32][CH2:33][CH2:34][N:35]([CH3:36])[CH3:37]. (2) Given the reactants Br[C:2]1[CH:20]=[CH:19][C:5]([O:6][CH2:7][CH2:8][O:9][C:10]2[C:15]([Cl:16])=[CH:14][C:13]([CH3:17])=[CH:12][C:11]=2[Cl:18])=[CH:4][CH:3]=1.[Li]CCCC.[CH3:26][O:27][C:28]([C:30]1[CH2:31][N:32]([C:44]([O:46][C:47]([CH3:50])([CH3:49])[CH3:48])=[O:45])[CH2:33][CH2:34][C:35]=1OS(C(F)(F)F)(=O)=O)=[O:29].[NH4+].[Cl-], predict the reaction product. The product is: [CH3:26][O:27][C:28]([C:30]1[CH2:31][N:32]([C:44]([O:46][C:47]([CH3:50])([CH3:49])[CH3:48])=[O:45])[CH2:33][CH2:34][C:35]=1[C:2]1[CH:20]=[CH:19][C:5]([O:6][CH2:7][CH2:8][O:9][C:10]2[C:15]([Cl:16])=[CH:14][C:13]([CH3:17])=[CH:12][C:11]=2[Cl:18])=[CH:4][CH:3]=1)=[O:29].